This data is from Experimentally validated miRNA-target interactions with 360,000+ pairs, plus equal number of negative samples. The task is: Binary Classification. Given a miRNA mature sequence and a target amino acid sequence, predict their likelihood of interaction. (1) The miRNA is hsa-miR-616-5p with sequence ACUCAAAACCCUUCAGUGACUU. The protein sequence of the target gene is MWAGLLLRAACVALLLPGAPARGYTGRKPPGHFAAERRRLGPHVCLSGFGSGCCPGWAPSMGGGHCTLPLCSFGCGSGICIAPNVCSCQDGEQGATCPETHGPCGEYGCDLTCNHGGCQEVARVCPVGFSMTETAVGIRCTDIDECVTSSCEGHCVNTEGGFVCECGPGMQLSADRHSCQDTDECLGTPCQQRCKNSIGSYKCSCRTGFHLHGNRHSCVDVNECRRPLERRVCHHSCHNTVGSFLCTCRPGFRLRADRVSCEAFPKAVLAPSAILQPRQHPSKMLLLLPEAGRPALSPGH.... Result: 1 (interaction). (2) The protein sequence of the target gene is MAFALLRPVGAHVLYPDVRLLSEDEENRSESDASDQSFGCCEGPEAARRGPGPGGGRRAGGGGGAGPVVVVRQRQAANARERDRTQSVNTAFTALRTLIPTEPVDRKLSKIETVRLASSYIAHLANVLLLGDSADDGQPCFRAAGSAKGAVPAAADGGRQPRSICTFCLSNQRKGGGRRDLGGSCLKVRGVAPLRGPRR. The miRNA is mmu-miR-146a-5p with sequence UGAGAACUGAAUUCCAUGGGUU. Result: 0 (no interaction).